Dataset: Catalyst prediction with 721,799 reactions and 888 catalyst types from USPTO. Task: Predict which catalyst facilitates the given reaction. (1) Reactant: [C:1](=O)([O-])[O-].[Cs+].[Cs+].[OH:7][C:8]1[CH:13]=[CH:12][C:11]([CH:14]([CH3:16])[CH3:15])=[CH:10][C:9]=1[C:17]([C:19]1[CH:24]=[CH:23][CH:22]=[CH:21][CH:20]=1)=[O:18].[CH3:25][O:26][C:27](=[O:46])[CH2:28][CH2:29][C:30]1[CH:35]=[CH:34][C:33]([O:36][CH2:37][CH2:38][CH:39](OS(C)(=O)=O)[CH3:40])=[CH:32][CH:31]=1. Product: [CH3:25][O:26][C:27](=[O:46])[CH2:28][CH2:29][C:30]1[CH:35]=[CH:34][C:33]([O:36][CH2:37][CH2:38][CH:39]([O:7][C:8]2[CH:13]=[CH:12][C:11]([CH:14]([CH3:16])[CH3:15])=[CH:10][C:9]=2[C:17](=[O:18])[C:19]2[CH:20]=[CH:21][CH:22]=[CH:23][CH:24]=2)[CH3:40])=[CH:32][C:31]=1[CH3:1]. The catalyst class is: 3. (2) Reactant: [C:1]1(=O)[O:6][C:4](=[O:5])[C:3]2=[CH:7][CH:8]=[CH:9][CH:10]=[C:2]12.Cl.Cl.[CH3:14][N:15]([CH3:17])[NH2:16].C(N(CC)C1C=CC=CC=1)C. Product: [CH3:14][N:15]([CH3:17])[N:16]1[C:4](=[O:5])[C:3]2[C:2](=[CH:10][CH:9]=[CH:8][CH:7]=2)[C:1]1=[O:6]. The catalyst class is: 11. (3) Reactant: [NH2:1][C:2]1[N:3]=[CH:4][C:5]([C:8]#[N:9])=[N:6][CH:7]=1.N#N.[H-].[Na+].[Cl:14][C:15]1[CH:16]=[C:17]([CH:34]=[CH:35][CH:36]=1)[CH2:18][NH:19][C:20]([C:22]1[CH:30]=[CH:29][C:25]([C:26]([O-])=[O:27])=[C:24]([N:31]=[C:32]=[S:33])[CH:23]=1)=[O:21]. Product: [Cl:14][C:15]1[CH:16]=[C:17]([CH:34]=[CH:35][CH:36]=1)[CH2:18][NH:19][C:20]([C:22]1[CH:23]=[C:24]2[C:25]([C:26](=[O:27])[N:1]([C:2]3[CH:7]=[N:6][C:5]([C:8]#[N:9])=[CH:4][N:3]=3)[C:32](=[S:33])[NH:31]2)=[CH:29][CH:30]=1)=[O:21]. The catalyst class is: 16. (4) Reactant: [C:1]([C:5]1[CH:10]=[CH:9][C:8]([S:11]([NH:14][C:15]2[CH:16]=[C:17]3[C:21](=[CH:22][CH:23]=2)[NH:20][C:19]([C:24]([OH:26])=O)=[C:18]3[C:27]2[CH:32]=[CH:31][CH:30]=[CH:29][CH:28]=2)(=[O:13])=[O:12])=[CH:7][CH:6]=1)([CH3:4])([CH3:3])[CH3:2].[NH2:33][CH2:34][CH:35]([OH:37])[CH3:36]. Product: [OH:37][CH:35]([CH3:36])[CH2:34][NH:33][C:24]([C:19]1[NH:20][C:21]2[C:17]([C:18]=1[C:27]1[CH:32]=[CH:31][CH:30]=[CH:29][CH:28]=1)=[CH:16][C:15]([NH:14][S:11]([C:8]1[CH:9]=[CH:10][C:5]([C:1]([CH3:3])([CH3:4])[CH3:2])=[CH:6][CH:7]=1)(=[O:12])=[O:13])=[CH:23][CH:22]=2)=[O:26]. The catalyst class is: 98. (5) Reactant: [C:1]([O:5][C:6]([NH:8][CH2:9][C:10]([OH:12])=O)=[O:7])([CH3:4])([CH3:3])[CH3:2].CCN(C(C)C)C(C)C.[CH2:22]([NH2:29])[C:23]1[CH:28]=[CH:27][CH:26]=[CH:25][CH:24]=1.F[P-](F)(F)(F)(F)F.N1(OC(N(C)C)=[N+](C)C)C2N=CC=CC=2N=N1. Product: [CH2:22]([NH:29][C:10](=[O:12])[CH2:9][NH:8][C:6]([O:5][C:1]([CH3:2])([CH3:3])[CH3:4])=[O:7])[C:23]1[CH:28]=[CH:27][CH:26]=[CH:25][CH:24]=1. The catalyst class is: 3. (6) Reactant: [CH3:1][C:2]1[C:6]([CH:7]=[N:8]O)=[C:5]([CH3:10])[N:4]([C:11]2[CH:16]=[CH:15][C:14]([O:17][CH2:18][C:19]3[C:24]([N:25]4[C:29](=[O:30])[N:28]([CH3:31])[N:27]=[N:26]4)=[CH:23][CH:22]=[CH:21][C:20]=3[CH3:32])=[C:13]([CH3:33])[CH:12]=2)[N:3]=1.CN(C)C=O.ClC1N=C(Cl)N=C(Cl)N=1. Product: [CH3:1][C:2]1[C:6]([C:7]#[N:8])=[C:5]([CH3:10])[N:4]([C:11]2[CH:16]=[CH:15][C:14]([O:17][CH2:18][C:19]3[C:24]([N:25]4[C:29](=[O:30])[N:28]([CH3:31])[N:27]=[N:26]4)=[CH:23][CH:22]=[CH:21][C:20]=3[CH3:32])=[C:13]([CH3:33])[CH:12]=2)[N:3]=1. The catalyst class is: 6. (7) Reactant: [O:1]1[C:5]2[CH:6]=[CH:7][CH:8]=[CH:9][C:4]=2[N:3]=[C:2]1[C:10]1[C:11]([N:25]([C:33]([O:35][C:36]([CH3:39])([CH3:38])[CH3:37])=[O:34])[C:26](=[O:32])[O:27][C:28]([CH3:31])([CH3:30])[CH3:29])=[N:12][CH:13]=[C:14](B2OC(C)(C)C(C)(C)O2)[CH:15]=1.O1C2C=CC=CC=2N=C1C1C(N)=NC=C([Br:55])C=1.C(OC(OC(C)(C)C)=O)(OC(C)(C)C)=O. Product: [O:1]1[C:5]2[CH:6]=[CH:7][CH:8]=[CH:9][C:4]=2[N:3]=[C:2]1[C:10]1[C:11]([N:25]([C:33]([O:35][C:36]([CH3:39])([CH3:38])[CH3:37])=[O:34])[C:26](=[O:32])[O:27][C:28]([CH3:31])([CH3:30])[CH3:29])=[N:12][CH:13]=[C:14]([Br:55])[CH:15]=1. The catalyst class is: 456. (8) Reactant: C[O:2][C:3]1[CH:4]=[CH:5][C:6]2[O:10][CH:9]=[CH:8][C:7]=2[CH:11]=1.B(Br)(Br)Br. Product: [O:10]1[C:6]2[CH:5]=[CH:4][C:3]([OH:2])=[CH:11][C:7]=2[CH:8]=[CH:9]1. The catalyst class is: 4. (9) Reactant: CCN(C(C)C)C(C)C.[NH:10]1[CH:14]=[CH:13][C:12]([C:15]([OH:17])=O)=[N:11]1.[CH3:18][C:19]1([CH3:33])[C:23]([CH3:25])([CH3:24])[O:22][B:21]([C:26]2[CH:31]=[CH:30][C:29]([NH2:32])=[CH:28][CH:27]=2)[O:20]1.CN(C(ON1N=NC2C=CC=NC1=2)=[N+](C)C)C.F[P-](F)(F)(F)(F)F. Product: [CH3:24][C:23]1([CH3:25])[C:19]([CH3:18])([CH3:33])[O:20][B:21]([C:26]2[CH:31]=[CH:30][C:29]([NH:32][C:15]([C:12]3[CH:13]=[CH:14][NH:10][N:11]=3)=[O:17])=[CH:28][CH:27]=2)[O:22]1. The catalyst class is: 3.